The task is: Predict the reactants needed to synthesize the given product.. This data is from Full USPTO retrosynthesis dataset with 1.9M reactions from patents (1976-2016). (1) Given the product [F:1][C:2]([F:24])([F:23])[C:3]1[CH:4]=[C:5]([C:13]2[N:17]=[CH:16][N:15](/[CH:18]=[CH:19]/[C:20]([NH:26][NH:25][C:27]3[CH:32]=[N:31][CH:30]=[CH:29][N:28]=3)=[O:21])[N:14]=2)[CH:6]=[C:7]([C:9]([F:11])([F:12])[F:10])[CH:8]=1, predict the reactants needed to synthesize it. The reactants are: [F:1][C:2]([F:24])([F:23])[C:3]1[CH:4]=[C:5]([C:13]2[N:17]=[CH:16][N:15](/[CH:18]=[CH:19]/[C:20](O)=[O:21])[N:14]=2)[CH:6]=[C:7]([C:9]([F:12])([F:11])[F:10])[CH:8]=1.[NH:25]([C:27]1[CH:32]=[N:31][CH:30]=[CH:29][N:28]=1)[NH2:26].C(P1(=O)OP(CCC)(=O)OP(CCC)(=O)O1)CC.CCN(C(C)C)C(C)C. (2) Given the product [C:14]([CH:13]([CH2:8][CH2:7][CH2:6][CH2:5][CH2:4][CH2:3][CH2:2][CH3:1])[C:12]#[N:22])(=[O:10])[CH3:15], predict the reactants needed to synthesize it. The reactants are: [CH3:1][C:2]1[CH:3]=[CH:4][CH:5]=[CH:6][C:7]=1[CH3:8].C[O-:10].[K+].[C:12](#[N:22])[CH2:13][CH2:14][CH2:15]CCCCCC.Cl. (3) The reactants are: I.[NH2:2][CH2:3][CH:4]1[CH2:9][CH2:8][CH2:7][CH:6]([N:10]2[C:19]3[C:14](=[CH:15][CH:16]=[CH:17][N:18]=3)[C:13]3=[N:20][O:21][C:22]([CH3:23])=[C:12]3[C:11]2=[O:24])[CH2:5]1.[C:25](O)(=[O:32])[C:26]1[CH:31]=[CH:30][CH:29]=[N:28][CH:27]=1.Cl.CN(C)CCCN=C=NCC.ON1C2N=CC=CC=2N=N1.C(N(CC)C(C)C)(C)C. Given the product [CH3:23][C:22]1[O:21][N:20]=[C:13]2[C:14]3[C:19](=[N:18][CH:17]=[CH:16][CH:15]=3)[N:10]([CH:6]3[CH2:7][CH2:8][CH2:9][CH:4]([CH2:3][NH:2][C:25](=[O:32])[C:26]4[CH:31]=[CH:30][CH:29]=[N:28][CH:27]=4)[CH2:5]3)[C:11](=[O:24])[C:12]=12, predict the reactants needed to synthesize it. (4) Given the product [S:1]1[C:5]2[CH:6]=[CH:7][C:8]([CH:10]=[O:11])=[CH:9][C:4]=2[N:3]=[CH:2]1, predict the reactants needed to synthesize it. The reactants are: [S:1]1[C:5]2[CH:6]=[CH:7][C:8]([CH2:10][OH:11])=[CH:9][C:4]=2[N:3]=[CH:2]1. (5) The reactants are: [Cl:1][C:2]1[CH:3]=[C:4]2[C:9](=[CH:10][C:11]=1[C:12]([OH:14])=O)[N:8]=[CH:7][N:6]=[C:5]2[NH:15][CH:16]([C:18]1[NH:22][C:21]2[CH:23]=[CH:24][C:25]([Cl:27])=[CH:26][C:20]=2[N:19]=1)[CH3:17].FC1C(OC(N(C)C)=[N+](C)C)=C(F)C(F)=C(F)C=1F.F[P-](F)(F)(F)(F)F.C(N(C(C)C)CC)(C)C.[CH3:63][N:64]([CH3:70])[CH:65]1[CH2:69][CH2:68][NH:67][CH2:66]1. Given the product [Cl:1][C:2]1[CH:3]=[C:4]2[C:9](=[CH:10][C:11]=1[C:12]([N:67]1[CH2:68][CH2:69][CH:65]([N:64]([CH3:70])[CH3:63])[CH2:66]1)=[O:14])[N:8]=[CH:7][N:6]=[C:5]2[NH:15][CH:16]([C:18]1[NH:22][C:21]2[CH:23]=[CH:24][C:25]([Cl:27])=[CH:26][C:20]=2[N:19]=1)[CH3:17], predict the reactants needed to synthesize it. (6) Given the product [Cl:1][C:2]1[CH:7]=[C:6]([Cl:8])[CH:5]=[CH:4][C:3]=1[C:9]1[N:10]=[C:11](/[CH:16]=[CH:17]/[C:18]2[CH:23]=[CH:22][C:21]([C:24]3[CH:25]=[CH:26][C:27]([O:30][CH2:32][CH2:33][CH2:34][CH2:35][CH2:36][CH2:37][C:38]([OH:40])=[O:39])=[CH:28][CH:29]=3)=[CH:20][CH:19]=2)[N:12]([CH2:14][CH3:15])[CH:13]=1, predict the reactants needed to synthesize it. The reactants are: [Cl:1][C:2]1[CH:7]=[C:6]([Cl:8])[CH:5]=[CH:4][C:3]=1[C:9]1[N:10]=[C:11](/[CH:16]=[CH:17]/[C:18]2[CH:23]=[CH:22][C:21]([C:24]3[CH:29]=[CH:28][C:27]([OH:30])=[CH:26][CH:25]=3)=[CH:20][CH:19]=2)[N:12]([CH2:14][CH3:15])[CH:13]=1.Br[CH2:32][CH2:33][CH2:34][CH2:35][CH2:36][CH2:37][C:38]([O:40]CC)=[O:39].